From a dataset of Forward reaction prediction with 1.9M reactions from USPTO patents (1976-2016). Predict the product of the given reaction. (1) Given the reactants [Br:1][C:2]1[CH:3]=[C:4]2[C:9](=[CH:10][C:11]=1[O:12][CH:13](C)[CH3:14])[O:8][C:7]([CH3:17])([CH3:16])[CH2:6][C:5]2=[O:18].BrC1C=C2C(=CC=1O)OC(C)(C)CC2=O.C(=O)([O-])[O-].[K+].[K+].IC(C)C, predict the reaction product. The product is: [Br:1][C:2]1[CH:3]=[C:4]2[C:9](=[CH:10][C:11]=1[O:12][CH2:13][CH3:14])[O:8][C:7]([CH3:17])([CH3:16])[CH2:6][C:5]2=[O:18]. (2) Given the reactants [CH3:1][C:2]1[C:7]([CH3:8])=[CH:6][C:5]2[N:9]([C@H:12]3[O:16][C@H:15]([CH2:17][OH:18])[C@@H:14]([O:19][P:20]([O:23][C@@H:24]([CH2:26][NH:27][C:28]([CH2:30][CH2:31][C@@:32]4([CH3:89])[C:48]5=[N:49][C@@H:34]([C@:35]6([CH3:84])[N-:73][C:38](=[C:39]([CH3:72])[C:40]7[C@:61]([CH2:63][C:64]([NH2:66])=[O:65])([CH3:62])[C@H:60]([CH2:67][CH2:68][C:69]([NH2:71])=[O:70])[C:42](=[CH:43][C:44]8[C:52]([CH3:54])([CH3:53])[C@H:51]([CH2:55][CH2:56][C:57]([NH2:59])=[O:58])[C:46](=[C:47]5[CH3:50])[N:45]=8)[N:41]=7)[C@@H:37]([CH2:74][CH2:75][C:76]([NH2:78])=[O:77])[C@@:36]6([CH2:80][C:81]([NH2:83])=[O:82])[CH3:79])[C@@H:33]4[CH2:85][C:86]([NH2:88])=[O:87])=[O:29])[CH3:25])([O-:22])=[O:21])[C@H:13]3[OH:90])[CH:10]=[N:11][C:4]=2[CH:3]=1.[C-:91]#[N:92].[Co+3:93].[CH2:94]1[C:103]2[C:98](=[CH:99][C:100]([OH:105])=[CH:101][C:102]=2[OH:104])[O:97][C@H:96]([C:106]2[CH:111]=[C:110]([OH:112])[C:109]([OH:113])=[C:108]([OH:114])[CH:107]=2)[C@@H:95]1[O:115][C:116]([C:118]1[CH:123]=[C:122]([OH:124])[C:121]([OH:125])=[C:120]([OH:126])[CH:119]=1)=[O:117].C(O)C, predict the reaction product. The product is: [CH3:1][C:2]1[C:7]([CH3:8])=[CH:6][C:5]2[N:9]([C@H:12]3[O:16][C@H:15]([CH2:17][OH:18])[C@@H:14]([O:19][P:20]([O:23][C@@H:24]([CH2:26][NH:27][C:28]([CH2:30][CH2:31][C@@:32]4([CH3:89])[C:48]5=[N:49][C@@H:34]([C@:35]6([CH3:84])[N-:73][C:38](=[C:39]([CH3:72])[C:40]7[C@:61]([CH2:63][C:64]([NH2:66])=[O:65])([CH3:62])[C@H:60]([CH2:67][CH2:68][C:69]([NH2:71])=[O:70])[C:42](=[CH:43][C:44]8[C:52]([CH3:54])([CH3:53])[C@H:51]([CH2:55][CH2:56][C:57]([NH2:59])=[O:58])[C:46](=[C:47]5[CH3:50])[N:45]=8)[N:41]=7)[C@@H:37]([CH2:74][CH2:75][C:76]([NH2:78])=[O:77])[C@@:36]6([CH2:80][C:81]([NH2:83])=[O:82])[CH3:79])[C@@H:33]4[CH2:85][C:86]([NH2:88])=[O:87])=[O:29])[CH3:25])([O-:22])=[O:21])[C@H:13]3[OH:90])[CH:10]=[N:11][C:4]=2[CH:3]=1.[C-:91]#[N:92].[Co+3:93].[CH2:94]1[C:103]2[C:98](=[CH:99][C:100]([OH:105])=[CH:101][C:102]=2[OH:104])[O:97][C@H:96]([C:106]2[CH:111]=[C:110]([OH:112])[C:109]([OH:113])=[C:108]([OH:114])[CH:107]=2)[C@@H:95]1[O:115][C:116]([C:118]1[CH:123]=[C:122]([OH:124])[C:121]([OH:125])=[C:120]([OH:126])[CH:119]=1)=[O:117].